Predict the reaction yield, written as a fraction of the theoretical maximum amount of product (1.0 means a 100% yield; for example, 0.34 means a 34% yield). From a dataset of Reaction yield outcomes from USPTO patents with 853,638 reactions. (1) The reactants are [CH2:1]([OH:8])[C:2]1[CH:7]=[CH:6][CH:5]=[CH:4][CH:3]=1.Cl[S:10]([N:13]=[C:14]=[O:15])(=[O:12])=[O:11].[CH2:16]([NH2:21])[CH2:17][CH2:18][CH2:19][CH3:20].Cl. The catalyst is ClCCl.C(OCC)(=O)C.N1C=CC=CC=1. The product is [CH2:16]([NH:21][S:10]([NH:13][C:14](=[O:15])[O:8][CH2:1][C:2]1[CH:7]=[CH:6][CH:5]=[CH:4][CH:3]=1)(=[O:12])=[O:11])[CH2:17][CH2:18][CH2:19][CH3:20]. The yield is 0.960. (2) The reactants are [Cl:1][C:2]1[CH:10]=[C:6]([C:7]([OH:9])=[O:8])[C:5]([OH:11])=[CH:4][CH:3]=1.[C:12](=[O:15])([O-])[O-].[K+].[K+].Br[CH2:19][CH2:20][O:21][CH3:22].[C:23](#N)[CH3:24]. No catalyst specified. The product is [CH3:22][O:21][CH2:20][CH2:19][O:8][C:7](=[O:9])[C:6]1[CH:10]=[C:2]([Cl:1])[CH:3]=[CH:4][C:5]=1[O:11][CH2:23][CH2:24][O:15][CH3:12]. The yield is 0.930.